Dataset: Reaction yield outcomes from USPTO patents with 853,638 reactions. Task: Predict the reaction yield, written as a fraction of the theoretical maximum amount of product (1.0 means a 100% yield; for example, 0.34 means a 34% yield). (1) The reactants are [O:1]=[C:2]1[C:11]2[C:6](=[CH:7][CH:8]=[CH:9][CH:10]=2)[NH:5][CH:4]=[C:3]1[C:12]([NH:14][C:15]1[CH:23]=[C:22]2[C:18]([CH:19]=[CH:20][NH:21]2)=[CH:17][C:16]=1[C:24](O)=[O:25])=[O:13].CN(C(ON1N=NC2C=CC=NC1=2)=[N+](C)C)C.F[P-](F)(F)(F)(F)F.CCN(C(C)C)C(C)C.[CH2:60]([NH2:64])[CH:61]([CH3:63])[CH3:62]. The catalyst is CN(C=O)C. The product is [CH2:60]([NH:64][C:24]([C:16]1[CH:17]=[C:18]2[C:22](=[CH:23][C:15]=1[NH:14][C:12]([C:3]1[C:2](=[O:1])[C:11]3[C:6](=[CH:7][CH:8]=[CH:9][CH:10]=3)[NH:5][CH:4]=1)=[O:13])[NH:21][CH:20]=[CH:19]2)=[O:25])[CH:61]([CH3:63])[CH3:62]. The yield is 0.660. (2) The catalyst is C(#N)C.O. The product is [Br:1][C:2]1[CH:7]=[CH:6][C:5]([O:8][CH:17]([F:27])[F:26])=[CH:4][C:3]=1[F:9]. The yield is 0.780. The reactants are [Br:1][C:2]1[CH:7]=[CH:6][C:5]([OH:8])=[CH:4][C:3]=1[F:9].C(=O)([O-])[O-].[K+].[K+].Cl[C:17]([F:27])([F:26])C(C1C=CC=CC=1)=O. (3) The reactants are C([O:5][C:6](=[O:54])[C:7]([O:10]/[N:11]=[C:12](/[C:41]1[N:42]=[C:43]([NH:46]C(OC(C)(C)C)=O)[S:44][CH:45]=1)\[C:13]([NH:15][C@@H:16]1[C:19](=[O:20])[N:18]([S:21]([OH:24])(=[O:23])=[O:22])[C@@H:17]1[CH2:25][N:26]1[CH:30]=[C:29]([CH2:31][CH2:32][NH:33]C(OC(C)(C)C)=O)[N:28]=[N:27]1)=[O:14])([CH3:9])[CH3:8])(C)(C)C.C(O)(C(F)(F)F)=O.C(Cl)Cl.C([SiH](CC)CC)C. The catalyst is C(Cl)Cl. The product is [NH2:33][CH2:32][CH2:31][C:29]1[N:28]=[N:27][N:26]([CH2:25][C@@H:17]2[C@H:16]([NH:15][C:13](=[O:14])/[C:12](=[N:11]\[O:10][C:7]([CH3:9])([CH3:8])[C:6]([OH:54])=[O:5])/[C:41]3[N:42]=[C:43]([NH2:46])[S:44][CH:45]=3)[C:19](=[O:20])[N:18]2[S:21]([OH:24])(=[O:22])=[O:23])[CH:30]=1. The yield is 0.0700. (4) The catalyst is O.O1CCCC1. The product is [CH3:1][N:2]([S:25]([C:28]1[CH:33]=[CH:32][CH:31]=[CH:30][N:29]=1)(=[O:27])=[O:26])[C:3]1[CH:4]=[C:5]([O:17][CH2:18][CH2:19][CH2:20][S:21]([CH3:24])(=[O:23])=[O:22])[CH:6]=[C:7]2[C:11]=1[NH:10][C:9]([C:12]([OH:14])=[O:13])=[CH:8]2. The yield is 0.980. The reactants are [CH3:1][N:2]([S:25]([C:28]1[CH:33]=[CH:32][CH:31]=[CH:30][N:29]=1)(=[O:27])=[O:26])[C:3]1[CH:4]=[C:5]([O:17][CH2:18][CH2:19][CH2:20][S:21]([CH3:24])(=[O:23])=[O:22])[CH:6]=[C:7]2[C:11]=1[NH:10][C:9]([C:12]([O:14]CC)=[O:13])=[CH:8]2.[OH-].[Na+].C(O)C.Cl. (5) The reactants are [Cl:1][C:2]1[CH:3]=[C:4]([NH:19][C:20](=[O:22])[CH3:21])[CH:5]=[C:6]([Cl:18])[C:7]=1[C:8]1[S:9][C:10]2[C:11](Cl)=[N:12][CH:13]=[CH:14][C:15]=2[N:16]=1.[CH3:23][C:24]1[N:29]=[CH:28][N:27]=[C:26]([NH2:30])[CH:25]=1.CC1(C)C2C(=C(P(C3C=CC=CC=3)C3C=CC=CC=3)C=CC=2)OC2C(P(C3C=CC=CC=3)C3C=CC=CC=3)=CC=CC1=2.C([O-])([O-])=O.[Cs+].[Cs+]. The catalyst is O1CCOCC1.C1C=CC(/C=C/C(/C=C/C2C=CC=CC=2)=O)=CC=1.C1C=CC(/C=C/C(/C=C/C2C=CC=CC=2)=O)=CC=1.C1C=CC(/C=C/C(/C=C/C2C=CC=CC=2)=O)=CC=1.[Pd].[Pd]. The product is [Cl:1][C:2]1[CH:3]=[C:4]([NH:19][C:20](=[O:22])[CH3:21])[CH:5]=[C:6]([Cl:18])[C:7]=1[C:8]1[S:9][C:10]2[C:11]([NH:30][C:26]3[CH:25]=[C:24]([CH3:23])[N:29]=[CH:28][N:27]=3)=[N:12][CH:13]=[CH:14][C:15]=2[N:16]=1. The yield is 0.310. (6) The reactants are [C:1]([O:5][C:6]([N:8]1[CH2:12][CH:11]=[CH:10][CH2:9]1)=[O:7])([CH3:4])([CH3:3])[CH3:2].ClC1C=C(C=CC=1)C(OO)=[O:18].ClCCl. The catalyst is ClCCCl. The product is [C:1]([O:5][C:6]([N:8]1[CH2:12][CH:11]2[CH:10]([O:18]2)[CH2:9]1)=[O:7])([CH3:4])([CH3:2])[CH3:3]. The yield is 0.710. (7) The reactants are [F:1][C:2]1[CH:25]=[C:24]([N+:26]([O-:28])=[O:27])[CH:23]=[CH:22][C:3]=1[O:4][C:5]1[CH:10]=[CH:9][N:8]=[C:7]2[N:11]([CH2:14][O:15][CH2:16][CH2:17][Si:18]([CH3:21])([CH3:20])[CH3:19])[CH:12]=[CH:13][C:6]=12.C1C(=O)N([Br:36])C(=O)C1. The catalyst is C(#N)C. The product is [Br:36][C:13]1[C:6]2[C:7](=[N:8][CH:9]=[CH:10][C:5]=2[O:4][C:3]2[CH:22]=[CH:23][C:24]([N+:26]([O-:28])=[O:27])=[CH:25][C:2]=2[F:1])[N:11]([CH2:14][O:15][CH2:16][CH2:17][Si:18]([CH3:21])([CH3:20])[CH3:19])[CH:12]=1. The yield is 0.940.